This data is from NCI-60 drug combinations with 297,098 pairs across 59 cell lines. The task is: Regression. Given two drug SMILES strings and cell line genomic features, predict the synergy score measuring deviation from expected non-interaction effect. Drug 1: C(CC(=O)O)C(=O)CN.Cl. Drug 2: CC1C(C(CC(O1)OC2CC(CC3=C2C(=C4C(=C3O)C(=O)C5=C(C4=O)C(=CC=C5)OC)O)(C(=O)CO)O)N)O.Cl. Cell line: M14. Synergy scores: CSS=46.1, Synergy_ZIP=-3.28, Synergy_Bliss=-2.45, Synergy_Loewe=-29.0, Synergy_HSA=-0.842.